Dataset: Reaction yield outcomes from USPTO patents with 853,638 reactions. Task: Predict the reaction yield, written as a fraction of the theoretical maximum amount of product (1.0 means a 100% yield; for example, 0.34 means a 34% yield). (1) The reactants are C(OP([CH2:9][C:10]([O:12][CH2:13][CH3:14])=[O:11])(OCC)=O)C.[H-].[Na+].[CH2:17]([O:24][C:25]1[C:29]([CH:30]=O)=[CH:28][N:27]([CH3:32])[N:26]=1)[C:18]1[CH:23]=[CH:22][CH:21]=[CH:20][CH:19]=1.O. The catalyst is CN(C)C=O.O1CCCC1. The product is [CH2:17]([O:24][C:25]1[C:29](/[CH:30]=[CH:9]/[C:10]([O:12][CH2:13][CH3:14])=[O:11])=[CH:28][N:27]([CH3:32])[N:26]=1)[C:18]1[CH:19]=[CH:20][CH:21]=[CH:22][CH:23]=1. The yield is 0.800. (2) The reactants are [Cl:1][C:2]1[C:11]([O:12][CH3:13])=[CH:10][C:9]([Cl:14])=[C:8]2[C:3]=1[CH:4]=[C:5]([C:19]([O:21]CC)=[O:20])[CH:6]([C:15]([F:18])([F:17])[F:16])[O:7]2.C1COCC1.CCO.O[Li].O. The catalyst is O. The product is [Cl:1][C:2]1[C:11]([O:12][CH3:13])=[CH:10][C:9]([Cl:14])=[C:8]2[C:3]=1[CH:4]=[C:5]([C:19]([OH:21])=[O:20])[CH:6]([C:15]([F:17])([F:18])[F:16])[O:7]2. The yield is 0.830.